This data is from Forward reaction prediction with 1.9M reactions from USPTO patents (1976-2016). The task is: Predict the product of the given reaction. (1) Given the reactants C([O:8][C:9]1[CH:14]=[CH:13][C:12]([C:15]2[C:19]([C:20]3[CH:25]=[CH:24][N:23]=[CH:22][CH:21]=3)=[CH:18][N:17]([CH2:26][CH2:27][OH:28])[N:16]=2)=[CH:11][CH:10]=1)C1C=CC=CC=1, predict the reaction product. The product is: [OH:28][CH2:27][CH2:26][N:17]1[CH:18]=[C:19]([C:20]2[CH:21]=[CH:22][N:23]=[CH:24][CH:25]=2)[C:15]([C:12]2[CH:11]=[CH:10][C:9]([OH:8])=[CH:14][CH:13]=2)=[N:16]1. (2) Given the reactants [OH:1][C:2]1[C:7]2[C:8](=[O:30])/[C:9](=[CH:11]/[C:12]3[C:20]4[C:15](=[N:16][CH:17]=[CH:18][C:19]=4[N:21]4[CH2:27][CH:26]5[O:28][CH:23]([CH2:24][CH2:25]5)[CH2:22]4)[N:14]([CH3:29])[CH:13]=3)/[O:10][C:6]=2[CH:5]=[CH:4][CH:3]=1.[CH3:31][N:32]([CH3:36])[C:33](Cl)=[O:34], predict the reaction product. The product is: [CH3:31][N:32]([CH3:36])[C:33](=[O:34])[O:1][C:2]1[C:7]2[C:8](=[O:30])/[C:9](=[CH:11]/[C:12]3[C:20]4[C:15](=[N:16][CH:17]=[CH:18][C:19]=4[N:21]4[CH2:22][CH:23]5[O:28][CH:26]([CH2:25][CH2:24]5)[CH2:27]4)[N:14]([CH3:29])[CH:13]=3)/[O:10][C:6]=2[CH:5]=[CH:4][CH:3]=1. (3) Given the reactants [NH2:1][C:2]1[C:3]([C:8]([O:10][CH3:11])=[O:9])=[N:4][CH:5]=[CH:6][N:7]=1.[F:12]F.C(=O)([O-])O.[Na+].C(OCC)(=O)C, predict the reaction product. The product is: [NH2:1][C:2]1[C:3]([C:8]([O:10][CH3:11])=[O:9])=[N:4][C:5]([F:12])=[CH:6][N:7]=1. (4) Given the reactants Cl[CH:2]([CH3:15])[C:3]([NH:5][C@H:6]([C:9]1[CH:14]=[CH:13][CH:12]=[CH:11][CH:10]=1)[CH2:7][OH:8])=[O:4].CC(C)([O-])C.[K+].Cl, predict the reaction product. The product is: [CH3:15][C@H:2]1[O:8][CH2:7][C@@H:6]([C:9]2[CH:14]=[CH:13][CH:12]=[CH:11][CH:10]=2)[NH:5][C:3]1=[O:4]. (5) Given the reactants [F:1][C:2]([F:14])([F:13])[C:3]1[NH:12][C:6]2=[N+:7]([O-])[CH:8]=[CH:9][CH:10]=[C:5]2[CH:4]=1.CS([Cl:19])(=O)=O.S(Cl)(Cl)(=O)=O.[OH-].[Na+], predict the reaction product. The product is: [Cl:19][C:10]1[CH:9]=[CH:8][N:7]=[C:6]2[NH:12][C:3]([C:2]([F:14])([F:13])[F:1])=[CH:4][C:5]=12. (6) The product is: [Cl:1][C:2]1[CH:3]=[C:4]([CH:8]2[NH:9][CH2:10][CH2:11][N:12]([C:15]3[C:24]4[C:19](=[CH:20][C:21]([O:27][CH3:28])=[C:22]([O:25][CH3:26])[CH:23]=4)[N:18]=[CH:17][N:16]=3)[CH2:13]2)[CH:5]=[CH:6][CH:7]=1. Given the reactants [Cl:1][C:2]1[CH:3]=[C:4]([CH:8]2[CH2:13][NH:12][CH2:11][CH2:10][NH:9]2)[CH:5]=[CH:6][CH:7]=1.Cl[C:15]1[C:24]2[C:19](=[CH:20][C:21]([O:27][CH3:28])=[C:22]([O:25][CH3:26])[CH:23]=2)[N:18]=[CH:17][N:16]=1, predict the reaction product. (7) Given the reactants [CH2:1]([C:6]1[CH:7]=[C:8]2[C:13](=[C:14]([O:16][CH:17]3[CH2:22][CH2:21][N:20]([CH2:23][CH2:24][CH2:25][NH2:26])[CH2:19][CH2:18]3)[CH:15]=1)[N:12]=[CH:11][CH:10]=[CH:9]2)[CH2:2][CH2:3][CH2:4][CH3:5].C(N(CC)CC)C.[CH3:34][C:35]([CH3:40])([CH3:39])[C:36]([Cl:38])=[O:37].C([O-])=O, predict the reaction product. The product is: [ClH:38].[ClH:38].[CH3:34][C:35]([CH3:40])([CH3:39])[C:36]([NH:26][CH2:25][CH2:24][CH2:23][N:20]1[CH2:19][CH2:18][CH:17]([O:16][C:14]2[CH:15]=[C:6]([CH2:1][CH2:2][CH2:3][CH2:4][CH3:5])[CH:7]=[C:8]3[C:13]=2[N:12]=[CH:11][CH:10]=[CH:9]3)[CH2:22][CH2:21]1)=[O:37]. (8) Given the reactants [CH3:1][O:2][C:3]1[CH:11]=[C:10]2[C:6]([C:7]([C:12]#[N:13])=[CH:8][NH:9]2)=[CH:5][CH:4]=1.C(=O)([O-])[O-].[Cs+].[Cs+].[CH:20]1(Br)[CH2:23][CH2:22][CH2:21]1, predict the reaction product. The product is: [CH:20]1([N:9]2[C:10]3[C:6](=[CH:5][CH:4]=[C:3]([O:2][CH3:1])[CH:11]=3)[C:7]([C:12]#[N:13])=[CH:8]2)[CH2:23][CH2:22][CH2:21]1.